From a dataset of Peptide-MHC class I binding affinity with 185,985 pairs from IEDB/IMGT. Regression. Given a peptide amino acid sequence and an MHC pseudo amino acid sequence, predict their binding affinity value. This is MHC class I binding data. (1) The peptide sequence is IRFRYCAPP. The MHC is Mamu-B03 with pseudo-sequence Mamu-B03. The binding affinity (normalized) is 0.168. (2) The binding affinity (normalized) is 0.562. The peptide sequence is AAHSARPPPY. The MHC is HLA-A30:01 with pseudo-sequence HLA-A30:01. (3) The peptide sequence is SICLDYIIV. The MHC is HLA-A02:02 with pseudo-sequence HLA-A02:02. The binding affinity (normalized) is 0.327. (4) The peptide sequence is EEKGISGTS. The MHC is HLA-B40:02 with pseudo-sequence HLA-B40:02. The binding affinity (normalized) is 0.00885. (5) The peptide sequence is HGLRNSQFV. The MHC is H-2-Kb with pseudo-sequence H-2-Kb. The binding affinity (normalized) is 0. (6) The peptide sequence is GPSPSHKSV. The MHC is HLA-A24:03 with pseudo-sequence HLA-A24:03. The binding affinity (normalized) is 0.0847. (7) The peptide sequence is YTLNNGGAF. The MHC is HLA-A26:01 with pseudo-sequence HLA-A26:01. The binding affinity (normalized) is 0.581.